Dataset: Forward reaction prediction with 1.9M reactions from USPTO patents (1976-2016). Task: Predict the product of the given reaction. (1) The product is: [F:10][B-:11]([F:14])([F:13])[F:12].[NH+:1]1[C:5]2[CH:6]=[CH:7][CH:8]=[CH:9][C:4]=2[NH:3][CH:2]=1. Given the reactants [N:1]1[C:5]2[CH:6]=[CH:7][CH:8]=[CH:9][C:4]=2[NH:3][CH:2]=1.[F:10][B-:11]([F:14])([F:13])[F:12].[H+], predict the reaction product. (2) Given the reactants [C:1]([O:5][C:6]([C@@H:8]([NH:11][C:12]1[CH:16]=[C:15]([C:17]#[C:18][C:19]([CH3:22])([CH3:21])[CH3:20])[S:14][C:13]=1[C:23]([O:25][CH3:26])=[O:24])[CH2:9][CH3:10])=[O:7])([CH3:4])([CH3:3])[CH3:2].N1C=CC=CC=1.[CH3:33][C@H:34]1[CH2:39][CH2:38][C@H:37]([C:40](Cl)=[O:41])[CH2:36][CH2:35]1, predict the reaction product. The product is: [C:1]([O:5][C:6]([C@@H:8]([N:11]([C:40]([C@H:37]1[CH2:38][CH2:39][C@H:34]([CH3:33])[CH2:35][CH2:36]1)=[O:41])[C:12]1[CH:16]=[C:15]([C:17]#[C:18][C:19]([CH3:22])([CH3:21])[CH3:20])[S:14][C:13]=1[C:23]([O:25][CH3:26])=[O:24])[CH2:9][CH3:10])=[O:7])([CH3:4])([CH3:2])[CH3:3].